This data is from Reaction yield outcomes from USPTO patents with 853,638 reactions. The task is: Predict the reaction yield, written as a fraction of the theoretical maximum amount of product (1.0 means a 100% yield; for example, 0.34 means a 34% yield). The reactants are [CH:1]([O:4][C:5]1[CH:9]=[C:8]([CH2:10][CH2:11][C:12]([O:14][CH2:15][CH3:16])=[O:13])[NH:7][N:6]=1)([CH3:3])[CH3:2].C(=O)([O-])[O-].[K+].[K+].Cl.Cl[CH2:25][C:26]1[CH:31]=[CH:30][CH:29]=[CH:28][N:27]=1.CN(C)C=O. The catalyst is O. The product is [CH:1]([O:4][C:5]1[CH:9]=[C:8]([CH2:10][CH2:11][C:12]([O:14][CH2:15][CH3:16])=[O:13])[N:7]([CH2:25][C:26]2[CH:31]=[CH:30][CH:29]=[CH:28][N:27]=2)[N:6]=1)([CH3:3])[CH3:2]. The yield is 0.370.